Dataset: Experimentally validated miRNA-target interactions with 360,000+ pairs, plus equal number of negative samples. Task: Binary Classification. Given a miRNA mature sequence and a target amino acid sequence, predict their likelihood of interaction. (1) The miRNA is hsa-miR-135a-5p with sequence UAUGGCUUUUUAUUCCUAUGUGA. The protein sequence of the target gene is MAGCRGSVCCCCRWCCCCGERESRTPEELTILGETQEEEDEILPRKDYESLDYDRCINDPYLEVLETMDNKKGRRYEAVKWMVVFAIGVCTGLVGLFVDFSVRLFTQLKFGVVQTSVEECSQKGCLALSLLELLGFNLTFVFLASLLVLIEPVAAGSGIPEIKCYLNGVKVPGIVRLRTLLCKVFGVLFSVSGGLFVGKEGPMIHSGAVVGAGLPQFQSISLRKIQFNFPYFRSDRDKRDFVSAGAAAGVAAAFGAPIGGTLFSLEEGSSFWNQGLTWKVLFCSMSATFTLNFFRSGIQF.... Result: 0 (no interaction). (2) The miRNA is hsa-miR-130a-3p with sequence CAGUGCAAUGUUAAAAGGGCAU. The protein sequence of the target gene is MEAQGVAEGAGPGAASGVPHPAALAPAAAPTLAPASVAAAASQFTLLVMQPCAGQDEAAAPGGSVGAGKPVRYLCEGAGDGEEEAGEDEADLLDTSDPPGGGESAASLEDLEDEETHSGGEGSSGGARRRGSGGGSMSKTCTYEGCSETTSQVAKQRKPWMCKKHRNKMYKDKYKKKKSDQALNCGGTASTGSAGNVKLEESADNILSIVKQRTGSFGDRPARPTLLEQVLNQKRLSLLRSPEVVQFLQKQQQLLNQQVLEQRQQQFPGTSM. Result: 1 (interaction). (3) The miRNA is hsa-miR-29b-2-5p with sequence CUGGUUUCACAUGGUGGCUUAG. The protein sequence of the target gene is MKAVRNLLIYIFSTYLLVMFGFNAAQDFWCSTLVKGVIYGSYSVSEMFPKNFTNCTWTLENPDPTKYSIYLKFSKKDLSCSNFSLLAYQFDHFSHEKIKDLLRKNHSIMQLCNSKNAFVFLQYDKNFIQIRRVFPTNFPGLQKKGEEDQKSFFEFLVLNKVSPSQFGCHVLCTWLESCLKSENGRTESCGIMYTKCTCPQHLGEWGIDDQSLILLNNVVLPLNEQTEGCLTQELQTTQVCNLTREAKRPPKEEFGMMGDHTIKSQRPRSVHEKRVPQEQADAAKFMAQTGESGVEEWSQW.... Result: 0 (no interaction). (4) The miRNA is mmu-miR-5106 with sequence AGGUCUGUAGCUCAGUUGGCAGA. The protein sequence of the target gene is MSFPKAPLKRFNDPSGCAPSPGAYDVKTSEATKGPVSFQKSQRFKNQRESQQNLNIDKDTTLLASAKKAKKSVSKKDSQKNDKDVKRLEKEIRALLQERGTQDKRIQDMESELEKTEAKLNAAVREKTSLSASNASLEKRLTELTRANELLKAKFSEDGHQKNMRALSLELMKLRNKRETKMRSMMVKQEGMELKLQATQKDLTESKGKIVQLEGKLVSIEKEKIDEKCETEKLLEYIQEISCASDQVEKCKVDIAQLEEDLKEKDREILSLKQSLEENITFSKQIEDLTVKCQLLETER.... Result: 1 (interaction). (5) The miRNA is hsa-miR-6513-3p with sequence UCAAGUGUCAUCUGUCCCUAG. The protein sequence of the target gene is MEDGKRERWPTLMERLCSDGFAFPQYPIKPYHLKRIHRAVLHGNLEKLKYLLLTYYDANKRDRKERTALHLACATGQPEMVHLLVSRRCELNLCDREDRTPLIKAVQLRQEACATLLLQNGANPNITDFFGRTALHYAVYNEDTSMIEKLLSHGTNIEECSKCEYQPLLFAVSRRKVKMVEFLLKKKANVNAIDYLGRSALIHAVTLGEKDIVILLLQHNIDVLSRDAFRKIAGDYAIEAKNRVIFDLIYEYERKRYEDLPINSNPVSSQKQPALKATSGKEDSISNIATEIKDGQKSGT.... Result: 1 (interaction).